Dataset: Forward reaction prediction with 1.9M reactions from USPTO patents (1976-2016). Task: Predict the product of the given reaction. Given the reactants [NH2:1][C:2]1[CH:3]=[C:4]([OH:17])[CH:5]=[CH:6][C:7]=1/[CH:8]=[CH:9]/[C:10]1[CH:15]=[CH:14][C:13]([OH:16])=[CH:12][CH:11]=1.[C:18](OC(=O)C)(=[O:20])[CH3:19].CCN(CC)CC.C([O-])([O-])=O.[K+].[K+], predict the reaction product. The product is: [OH:17][C:4]1[CH:5]=[CH:6][C:7](/[CH:8]=[CH:9]/[C:10]2[CH:15]=[CH:14][C:13]([OH:16])=[CH:12][CH:11]=2)=[C:2]([NH:1][C:18](=[O:20])[CH3:19])[CH:3]=1.